Dataset: Forward reaction prediction with 1.9M reactions from USPTO patents (1976-2016). Task: Predict the product of the given reaction. (1) Given the reactants O.[Br:2][C:3]1[CH:8]=[C:7]([N+:9]([O-])=O)[CH:6]=[C:5]([Br:12])[C:4]=1[CH:13]([C:16]1[CH:21]=[CH:20][C:19]([Cl:22])=[CH:18][CH:17]=1)[C:14]#[N:15], predict the reaction product. The product is: [NH2:9][C:7]1[CH:6]=[C:5]([Br:12])[C:4]([CH:13]([C:16]2[CH:21]=[CH:20][C:19]([Cl:22])=[CH:18][CH:17]=2)[C:14]#[N:15])=[C:3]([Br:2])[CH:8]=1. (2) Given the reactants [O-]S([O-])=O.[Na+].[Na+].C([O-])([O-])=O.[Na+].[Na+].[CH3:13][C:14]1[CH:15]=[C:16]([S:21](Cl)(=[O:23])=[O:22])[CH:17]=[C:18]([CH3:20])[CH:19]=1.Cl[CH2:26][C:27]1[N:28]=[C:29]([C:33]2[CH:42]=[CH:41][C:36]([C:37]([O:39][CH3:40])=[O:38])=[CH:35][CH:34]=2)[O:30][C:31]=1[CH3:32], predict the reaction product. The product is: [CH3:13][C:14]1[CH:15]=[C:16]([S:21]([CH2:26][C:27]2[N:28]=[C:29]([C:33]3[CH:42]=[CH:41][C:36]([C:37]([O:39][CH3:40])=[O:38])=[CH:35][CH:34]=3)[O:30][C:31]=2[CH3:32])(=[O:23])=[O:22])[CH:17]=[C:18]([CH3:20])[CH:19]=1. (3) Given the reactants [F:1][C:2]([CH2:5][CH3:6])([F:4])[F:3].[Br-].[Mg+2].[Br-].[Br:10][C:11]1[CH:12]=[C:13]([CH:20]=[CH:21][CH:22]=1)[C:14](N(OC)C)=[O:15], predict the reaction product. The product is: [Br:10][C:11]1[CH:12]=[C:13]([C:14](=[O:15])[CH2:6][CH2:5][C:2]([F:4])([F:3])[F:1])[CH:20]=[CH:21][CH:22]=1. (4) Given the reactants C([O-])(=O)C.[Na+].C1N(CCS(O)(=O)=O)CCN(CCS(O)(=O)=O)C1.C1N(CCCS(O)(=O)=O)CCN(CCO)C1.C([O-])(=O)C.[O:44]=[CH:45][C@@H:46]([C@H:48]([C@@H:50]([C@@H:52]([CH2:54][OH:55])[OH:53])[OH:51])[OH:49])[OH:47], predict the reaction product. The product is: [OH:44][CH2:45][C:46]([C@H:48]([C@@H:50]([C@@H:52]([CH2:54][OH:55])[OH:53])[OH:51])[OH:49])=[O:47]. (5) Given the reactants [Br:1][C:2]1[CH:3]=[CH:4][C:5]([C:11]([F:14])([F:13])[F:12])=[C:6]([CH:10]=1)[C:7]([OH:9])=O.[NH2:15][C:16]1[C:17]([CH3:27])=[C:18]([CH:23]=[CH:24][C:25]=1[CH3:26])[C:19]([O:21][CH3:22])=[O:20].C(N(CC)CC)C.CCCP1(OP(CCC)(=O)OP(CCC)(=O)O1)=O, predict the reaction product. The product is: [Br:1][C:2]1[CH:3]=[CH:4][C:5]([C:11]([F:14])([F:13])[F:12])=[C:6]([CH:10]=1)[C:7]([NH:15][C:16]1[C:17]([CH3:27])=[C:18]([CH:23]=[CH:24][C:25]=1[CH3:26])[C:19]([O:21][CH3:22])=[O:20])=[O:9].